This data is from Forward reaction prediction with 1.9M reactions from USPTO patents (1976-2016). The task is: Predict the product of the given reaction. (1) Given the reactants [Cl:1][C:2]1[CH:3]=[C:4]([CH2:27][C:28]([O:30]CC)=[O:29])[CH:5]=[CH:6][C:7]=1[NH:8][C:9]([C:11]1[CH:16]=[C:15]([O:17][CH2:18][C:19]2[CH:24]=[CH:23][CH:22]=[C:21]([Cl:25])[CH:20]=2)[CH:14]=[CH:13][C:12]=1[Cl:26])=[O:10].O, predict the reaction product. The product is: [Cl:1][C:2]1[CH:3]=[C:4]([CH2:27][C:28]([OH:30])=[O:29])[CH:5]=[CH:6][C:7]=1[NH:8][C:9]([C:11]1[CH:16]=[C:15]([O:17][CH2:18][C:19]2[CH:24]=[CH:23][CH:22]=[C:21]([Cl:25])[CH:20]=2)[CH:14]=[CH:13][C:12]=1[Cl:26])=[O:10]. (2) Given the reactants [H][H].[O:3]=[C:4]([O-:14])[C:5]([CH2:7][C@@H:8]([C@@H:10]([CH2:12][OH:13])[OH:11])[OH:9])=[O:6].[K+:15], predict the reaction product. The product is: [C:4](=[O:14])=[O:3].[O:3]=[C:4]([O-:14])[C:5]([CH2:7][C@@H:8]([C@@H:10]([CH2:12][OH:13])[OH:11])[OH:9])=[O:6].[K+:15]. (3) Given the reactants [CH3:1][N:2]([CH3:19])[C:3]1[N:8]=[CH:7][N:6]=[C:5]([NH:9][C:10]2[CH:18]=[CH:17][C:13]([C:14]([OH:16])=[O:15])=[CH:12][CH:11]=2)[CH:4]=1.[Si](C=[N+]=[N-])(C)(C)[CH3:21], predict the reaction product. The product is: [CH3:21][O:15][C:14](=[O:16])[C:13]1[CH:17]=[CH:18][C:10]([NH:9][C:5]2[CH:4]=[C:3]([N:2]([CH3:19])[CH3:1])[N:8]=[CH:7][N:6]=2)=[CH:11][CH:12]=1. (4) Given the reactants [Cl:1][C:2]1[CH:3]=[CH:4][C:5]([N+:11]([O-:13])=[O:12])=[C:6]([CH:10]=1)[C:7](O)=[O:8].S(Cl)([Cl:16])=O, predict the reaction product. The product is: [Cl:1][C:2]1[CH:3]=[CH:4][C:5]([N+:11]([O-:13])=[O:12])=[C:6]([CH:10]=1)[C:7]([Cl:16])=[O:8].